This data is from Forward reaction prediction with 1.9M reactions from USPTO patents (1976-2016). The task is: Predict the product of the given reaction. (1) Given the reactants [F:1][C:2]1[CH:16]=[CH:15][C:5]2[C:6](=[O:14])[CH2:7][C:8]3[CH:9]=[CH:10][CH:11]=[N:12][C:13]=3[C:4]=2[CH:3]=1.C1C[O:20]CC1, predict the reaction product. The product is: [F:1][C:2]1[CH:16]=[CH:15][C:5]2[C:6](=[O:14])[C:7](=[O:20])[C:8]3[CH:9]=[CH:10][CH:11]=[N:12][C:13]=3[C:4]=2[CH:3]=1. (2) The product is: [F:22][C:2]([F:1])([F:21])[C:3]1[CH:4]=[CH:5][CH:6]=[C:7]2[C:12]=1[N:11]=[CH:10][CH:9]=[C:8]2[C:13]1[CH:14]=[C:15]([CH:18]=[CH:19][CH:20]=1)[CH2:16][NH:23][C:24]1[CH:33]=[CH:32][CH:31]=[C:30]2[C:25]=1[CH:26]=[CH:27][CH:28]=[C:29]2[CH2:34][C:35]([OH:37])=[O:36]. Given the reactants [F:1][C:2]([F:22])([F:21])[C:3]1[CH:4]=[CH:5][CH:6]=[C:7]2[C:12]=1[N:11]=[CH:10][CH:9]=[C:8]2[C:13]1[CH:14]=[C:15]([CH:18]=[CH:19][CH:20]=1)[CH:16]=O.[NH2:23][C:24]1[CH:33]=[CH:32][CH:31]=[C:30]2[C:25]=1[CH:26]=[CH:27][CH:28]=[C:29]2[CH2:34][C:35]([OH:37])=[O:36].[BH-](OC(C)=O)(OC(C)=O)OC(C)=O.[Na+].C(O)(=O)C, predict the reaction product. (3) The product is: [C:25]([O:29][C:30](=[O:31])[NH:32][C@H:33]([C:37]1[CH:38]=[CH:39][C:40]([O:43][CH2:44][CH2:45][O:46][C:47]([CH3:50])([CH3:49])[CH3:48])=[CH:41][CH:42]=1)[C:34](=[O:35])[NH:24][C@H:15]([C:4]1[NH:5][C:6]([C:7]2[CH:12]=[CH:11][C:10]([I:13])=[CH:9][C:8]=2[F:14])=[C:2]([Cl:1])[N:3]=1)[C@H:16]([C:18]1[CH:19]=[CH:20][CH:21]=[CH:22][CH:23]=1)[CH3:17])([CH3:27])([CH3:28])[CH3:26]. Given the reactants [Cl:1][C:2]1[N:3]=[C:4]([C@@H:15]([NH2:24])[C@H:16]([C:18]2[CH:23]=[CH:22][CH:21]=[CH:20][CH:19]=2)[CH3:17])[NH:5][C:6]=1[C:7]1[CH:12]=[CH:11][C:10]([I:13])=[CH:9][C:8]=1[F:14].[C:25]([O:29][C:30]([NH:32][C@H:33]([C:37]1[CH:42]=[CH:41][C:40]([O:43][CH2:44][CH2:45][O:46][C:47]([CH3:50])([CH3:49])[CH3:48])=[CH:39][CH:38]=1)[C:34](O)=[O:35])=[O:31])([CH3:28])([CH3:27])[CH3:26].C(N(CC)C(C)C)(C)C.ON1C2C=CC=CC=2N=N1, predict the reaction product. (4) Given the reactants O.[CH3:2][C@@H:3]1[C:11]2[C:6](=[CH:7][C:8](B3OCCNCCO3)=[CH:9][CH:10]=2)[CH2:5][N:4]1[C:20]([C:33]1[CH:38]=[CH:37][CH:36]=[CH:35][CH:34]=1)([C:27]1[CH:32]=[CH:31][CH:30]=[CH:29][CH:28]=1)[C:21]1[CH:26]=[CH:25][CH:24]=[CH:23][CH:22]=1.Br[C:40]1[C:49]([O:50][CH:51]([F:53])[F:52])=[C:48]2[C:43]([C:44](=[O:62])[C:45]([C:57]([O:59][CH2:60][CH3:61])=[O:58])=[CH:46][N:47]2[CH:54]2[CH2:56][CH2:55]2)=[CH:42][CH:41]=1.C(=O)([O-])[O-].[Na+].[Na+], predict the reaction product. The product is: [CH:54]1([N:47]2[C:48]3[C:43](=[CH:42][CH:41]=[C:40]([C:8]4[CH:7]=[C:6]5[C:11](=[CH:10][CH:9]=4)[C@@H:3]([CH3:2])[N:4]([C:20]([C:33]4[CH:38]=[CH:37][CH:36]=[CH:35][CH:34]=4)([C:27]4[CH:28]=[CH:29][CH:30]=[CH:31][CH:32]=4)[C:21]4[CH:26]=[CH:25][CH:24]=[CH:23][CH:22]=4)[CH2:5]5)[C:49]=3[O:50][CH:51]([F:53])[F:52])[C:44](=[O:62])[C:45]([C:57]([O:59][CH2:60][CH3:61])=[O:58])=[CH:46]2)[CH2:56][CH2:55]1. (5) Given the reactants [F:1][C:2]1[CH:7]=[C:6]([N+:8]([O-])=O)[CH:5]=[CH:4][C:3]=1[CH2:11][C:12]#[N:13], predict the reaction product. The product is: [NH2:8][C:6]1[CH:5]=[CH:4][C:3]([CH2:11][C:12]#[N:13])=[C:2]([F:1])[CH:7]=1. (6) The product is: [N:1]1[C:2]2[C:3](=[CH:4][C:5]3[O:10][CH2:9][CH2:8][O:7][C:6]=3[CH:11]=2)[C:12](=[O:14])[NH:19][CH:18]=1. Given the reactants [NH2:1][C:2]1[C:3]([C:12]([O:14]CC)=O)=[CH:4][C:5]2[O:10][CH2:9][CH2:8][O:7][C:6]=2[CH:11]=1.Cl.[CH:18](N)=[NH:19], predict the reaction product. (7) The product is: [C:4]([N:12]1[C:40]2[CH:39]=[CH:38][CH:37]=[CH:36][C:35]=2[C@:16]([C@H:23]([O:26][C:27]2[N:32]=[C:31]([CH3:33])[CH:30]=[C:29]([CH3:34])[N:28]=2)[C:24]([OH:25])=[O:3])([C:5]2[CH:10]=[CH:9][CH:8]=[CH:7][CH:6]=2)[NH:15][CH2:14][CH2:13]1)(=[O:11])[C:5]1[CH:10]=[CH:9][CH:8]=[CH:7][CH:6]=1. Given the reactants O[Li].[OH2:3].[C:4]([N:12]1C2C=CC=CC=2[C@@:16]2([C:35]3[CH:40]=[CH:39][CH:38]=[CH:37][CH:36]=3)[C@H:23]([O:26][C:27]3[N:32]=[C:31]([CH3:33])[CH:30]=[C:29]([CH3:34])[N:28]=3)[C:24](=[O:25])[N:15]2[CH2:14][CH2:13]1)(=[O:11])[C:5]1[CH:10]=[CH:9][CH:8]=[CH:7][CH:6]=1, predict the reaction product. (8) Given the reactants O[CH2:2][C:3]1[CH:4]=[CH:5][C:6]([NH:9][C:10](=[O:29])[C:11]2[CH:16]=[C:15]([O:17][CH2:18][CH2:19][C:20]3[CH:24]=[CH:23][S:22][CH:21]=3)[CH:14]=[C:13]([O:25][CH:26]([CH3:28])[CH3:27])[CH:12]=2)=[N:7][CH:8]=1.C1(P(C2C=CC=CC=2)C2C=CC=CC=2)C=CC=CC=1.C(Br)(Br)(Br)[Br:50], predict the reaction product. The product is: [Br:50][CH2:2][C:3]1[CH:4]=[CH:5][C:6]([NH:9][C:10](=[O:29])[C:11]2[CH:16]=[C:15]([O:17][CH2:18][CH2:19][C:20]3[CH:24]=[CH:23][S:22][CH:21]=3)[CH:14]=[C:13]([O:25][CH:26]([CH3:28])[CH3:27])[CH:12]=2)=[N:7][CH:8]=1. (9) Given the reactants [NH2:1][C:2]1[S:3][C:4]([CH:7]=[O:8])=[CH:5][N:6]=1.[C:9](N1C=CN=C1)(N1C=CN=C1)=[O:10].[CH:21]1([NH:28][C@H:29]2[CH2:34][CH2:33][C@H:32](C)[CH2:31][CH2:30]2)[CH2:27][CH2:26][CH2:25][CH2:24][CH2:23]C1, predict the reaction product. The product is: [CH:29]1([N:28]([CH:21]2[CH2:23][CH2:24][CH2:25][CH2:26][CH2:27]2)[C:9]([NH:1][C:2]2[S:3][C:4]([CH:7]=[O:8])=[CH:5][N:6]=2)=[O:10])[CH2:30][CH2:31][CH2:32][CH2:33][CH2:34]1.